From a dataset of NCI-60 drug combinations with 297,098 pairs across 59 cell lines. Regression. Given two drug SMILES strings and cell line genomic features, predict the synergy score measuring deviation from expected non-interaction effect. (1) Drug 1: CN(CC1=CN=C2C(=N1)C(=NC(=N2)N)N)C3=CC=C(C=C3)C(=O)NC(CCC(=O)O)C(=O)O. Drug 2: C1=NC2=C(N=C(N=C2N1C3C(C(C(O3)CO)O)O)F)N. Cell line: CAKI-1. Synergy scores: CSS=46.1, Synergy_ZIP=-3.77, Synergy_Bliss=-0.0990, Synergy_Loewe=-5.85, Synergy_HSA=-0.721. (2) Drug 1: C1CNP(=O)(OC1)N(CCCl)CCCl. Drug 2: C1CN(P(=O)(OC1)NCCCl)CCCl. Cell line: M14. Synergy scores: CSS=7.63, Synergy_ZIP=-0.789, Synergy_Bliss=0.997, Synergy_Loewe=2.96, Synergy_HSA=1.01. (3) Cell line: SK-MEL-28. Drug 1: CC1=C(C(CCC1)(C)C)C=CC(=CC=CC(=CC(=O)O)C)C. Synergy scores: CSS=-0.723, Synergy_ZIP=0.0781, Synergy_Bliss=1.37, Synergy_Loewe=-5.67, Synergy_HSA=-5.37. Drug 2: CC1CCC2CC(C(=CC=CC=CC(CC(C(=O)C(C(C(=CC(C(=O)CC(OC(=O)C3CCCCN3C(=O)C(=O)C1(O2)O)C(C)CC4CCC(C(C4)OC)OCCO)C)C)O)OC)C)C)C)OC. (4) Drug 1: CC1C(C(CC(O1)OC2CC(OC(C2O)C)OC3=CC4=CC5=C(C(=O)C(C(C5)C(C(=O)C(C(C)O)O)OC)OC6CC(C(C(O6)C)O)OC7CC(C(C(O7)C)O)OC8CC(C(C(O8)C)O)(C)O)C(=C4C(=C3C)O)O)O)O. Drug 2: COC1=C2C(=CC3=C1OC=C3)C=CC(=O)O2. Cell line: KM12. Synergy scores: CSS=42.4, Synergy_ZIP=1.93, Synergy_Bliss=-0.167, Synergy_Loewe=-10.9, Synergy_HSA=-1.65. (5) Drug 1: CC12CCC3C(C1CCC2=O)CC(=C)C4=CC(=O)C=CC34C. Drug 2: CC1=C(C=C(C=C1)NC(=O)C2=CC=C(C=C2)CN3CCN(CC3)C)NC4=NC=CC(=N4)C5=CN=CC=C5. Cell line: SNB-75. Synergy scores: CSS=23.6, Synergy_ZIP=-8.27, Synergy_Bliss=1.21, Synergy_Loewe=2.07, Synergy_HSA=1.33. (6) Drug 1: C(CC(=O)O)C(=O)CN.Cl. Drug 2: CC(C)NC(=O)C1=CC=C(C=C1)CNNC.Cl. Cell line: SF-539. Synergy scores: CSS=14.4, Synergy_ZIP=-5.05, Synergy_Bliss=-0.794, Synergy_Loewe=0.146, Synergy_HSA=0.858. (7) Drug 1: CN(C)C1=NC(=NC(=N1)N(C)C)N(C)C. Drug 2: CN(CC1=CN=C2C(=N1)C(=NC(=N2)N)N)C3=CC=C(C=C3)C(=O)NC(CCC(=O)O)C(=O)O. Cell line: MDA-MB-435. Synergy scores: CSS=-0.147, Synergy_ZIP=-0.626, Synergy_Bliss=2.50, Synergy_Loewe=-15.0, Synergy_HSA=-4.42. (8) Drug 1: CC12CCC3C(C1CCC2=O)CC(=C)C4=CC(=O)C=CC34C. Drug 2: C1CN(P(=O)(OC1)NCCCl)CCCl. Cell line: OVCAR-5. Synergy scores: CSS=48.2, Synergy_ZIP=4.46, Synergy_Bliss=6.32, Synergy_Loewe=0.156, Synergy_HSA=0.479. (9) Drug 1: C1CCC(C1)C(CC#N)N2C=C(C=N2)C3=C4C=CNC4=NC=N3. Drug 2: C1CC(=O)NC(=O)C1N2CC3=C(C2=O)C=CC=C3N. Cell line: LOX IMVI. Synergy scores: CSS=6.34, Synergy_ZIP=-4.62, Synergy_Bliss=-6.96, Synergy_Loewe=-2.88, Synergy_HSA=-2.90.